The task is: Predict the reactants needed to synthesize the given product.. This data is from Full USPTO retrosynthesis dataset with 1.9M reactions from patents (1976-2016). (1) The reactants are: [C:1]([O:7][CH2:8][CH3:9])(=[O:6])[CH2:2][C:3]([O-:5])=O.[Li]CCCC.[C:15](Cl)(=O)[CH2:16][CH2:17][CH2:18][CH2:19][CH2:20][CH2:21][CH2:22][CH2:23][CH:24]=C. Given the product [O:5]=[C:3]([CH2:24][CH2:23][CH2:22][CH2:21][CH2:20][CH2:19][CH2:18][CH2:17][CH:16]=[CH2:15])[CH2:2][C:1]([O:7][CH2:8][CH3:9])=[O:6], predict the reactants needed to synthesize it. (2) Given the product [CH3:33][O:32][C:7]1[CH:8]=[C:9]2[C:14](=[CH:15][C:6]=1[O:5][CH2:4][CH2:3][CH2:2][N:38]1[CH2:39][CH2:40][N:35]([CH3:34])[CH2:36][CH2:37]1)[N:13]=[CH:12][CH:11]=[C:10]2[O:16][C:17]1[CH:22]=[CH:21][C:20]([CH3:23])=[CH:19][C:18]=1[C:24]([C:26]1[CH:31]=[CH:30][CH:29]=[CH:28][CH:27]=1)=[O:25], predict the reactants needed to synthesize it. The reactants are: Cl[CH2:2][CH2:3][CH2:4][O:5][C:6]1[CH:15]=[C:14]2[C:9]([C:10]([O:16][C:17]3[CH:22]=[CH:21][C:20]([CH3:23])=[CH:19][C:18]=3[C:24]([C:26]3[CH:31]=[CH:30][CH:29]=[CH:28][CH:27]=3)=[O:25])=[CH:11][CH:12]=[N:13]2)=[CH:8][C:7]=1[O:32][CH3:33].[CH3:34][N:35]1[CH2:40][CH2:39][NH:38][CH2:37][CH2:36]1.C(=O)([O-])[O-].[K+].[K+].O. (3) Given the product [Cl:12][C:11]1[C:2]([O:19][CH3:18])=[N:3][C:4]2[C:9]([N:10]=1)=[CH:8][C:7]([C:13]([O:15][CH3:16])=[O:14])=[C:6]([CH3:17])[CH:5]=2, predict the reactants needed to synthesize it. The reactants are: Cl[C:2]1[C:11]([Cl:12])=[N:10][C:9]2[C:4](=[CH:5][C:6]([CH3:17])=[C:7]([C:13]([O:15][CH3:16])=[O:14])[CH:8]=2)[N:3]=1.[CH3:18][O-:19].[Na+].C(Cl)(Cl)Cl.O. (4) Given the product [Br:1][C:2]1[C:3]([CH2:14][CH2:13][NH:15][CH2:16][C@H:17]2[CH2:18][CH2:19][C@H:20]([CH2:23][CH2:25][OH:26])[CH2:21][CH2:22]2)=[N:4][CH:5]=[C:6]([C:8]([F:11])([F:10])[F:9])[CH:7]=1, predict the reactants needed to synthesize it. The reactants are: [Br:1][C:2]1[C:3](Cl)=[N:4][CH:5]=[C:6]([C:8]([F:11])([F:10])[F:9])[CH:7]=1.[CH2:13]([NH:15][CH2:16][C@H:17]1[CH2:22][CH2:21][C@H:20]([CH2:23]O)[CH2:19][CH2:18]1)[CH3:14].[C:25](=O)([O-])[O-:26].[K+].[K+].O.